The task is: Binary Classification. Given a miRNA mature sequence and a target amino acid sequence, predict their likelihood of interaction.. This data is from Experimentally validated miRNA-target interactions with 360,000+ pairs, plus equal number of negative samples. The miRNA is cel-miR-256 with sequence UGGAAUGCAUAGAAGACUGUA. The protein sequence of the target gene is MPGVANSGPSTSSRETANPCSRKKVHFGSIHDAVRAGDVKQLSEIVCLHWLLWHGADITHVTTRGWTASHIAAIRGQDACVQALIMNGANLTAQDDRGCTPLHLAATHGHSFTLQIMLRSGVDPSVTDKREWRPVHYAAFHGRLGCLQLLVKWGCSIEDVDYNGNLPVHLAAMEGHLHCFKFLVSRMSSATQVLKAFNDNGENVLDLAQRFFKQNILQFIQGAEYEGKDLEDQETLAFPGHVAAFKGDLGMLKKLVEDGVININERADNGSTPMHKAAGQGHIECLQWLIKMGADSNITN.... Result: 0 (no interaction).